The task is: Predict the reactants needed to synthesize the given product.. This data is from Full USPTO retrosynthesis dataset with 1.9M reactions from patents (1976-2016). Given the product [CH3:1][O:2][C:3]1[CH:4]=[C:5]([C:14]2[C:18]([C:19]3[C:20]([C:25]([F:27])([F:28])[F:26])=[N:21][CH:22]=[CH:23][CH:24]=3)=[CH:17][O:16][N:15]=2)[CH:6]=[C:7]([N+:11]([O-:13])=[O:12])[C:8]=1[O:9][CH3:10], predict the reactants needed to synthesize it. The reactants are: [CH3:1][O:2][C:3]1[CH:4]=[C:5]([C:14]2[CH:18]([C:19]3[C:20]([C:25]([F:28])([F:27])[F:26])=[N:21][CH:22]=[CH:23][CH:24]=3)[CH:17](O)[O:16][N:15]=2)[CH:6]=[C:7]([N+:11]([O-:13])=[O:12])[C:8]=1[O:9][CH3:10].FC(F)(F)C(O)=O.